This data is from Full USPTO retrosynthesis dataset with 1.9M reactions from patents (1976-2016). The task is: Predict the reactants needed to synthesize the given product. (1) Given the product [NH2:41][C:14]1[C:13]([C:11]2[CH:10]=[N:9][N:8]([C:6]([O:5][C:1]([CH3:4])([CH3:2])[CH3:3])=[O:7])[CH:12]=2)=[C:18]([N:19]2[CH2:24][CH2:23][CH:22]([C:25]3[N:26]([CH2:38][CH2:39][O:40][S:52]([CH3:51])(=[O:54])=[O:53])[CH:27]=[C:28]([C:30]4[CH:35]=[CH:34][C:33]([F:36])=[C:32]([CH3:37])[CH:31]=4)[N:29]=3)[CH2:21][CH2:20]2)[N:17]=[CH:16][N:15]=1, predict the reactants needed to synthesize it. The reactants are: [C:1]([O:5][C:6]([N:8]1[CH:12]=[C:11]([C:13]2[C:14]([NH2:41])=[N:15][CH:16]=[N:17][C:18]=2[N:19]2[CH2:24][CH2:23][CH:22]([C:25]3[N:26]([CH2:38][CH2:39][OH:40])[CH:27]=[C:28]([C:30]4[CH:35]=[CH:34][C:33]([F:36])=[C:32]([CH3:37])[CH:31]=4)[N:29]=3)[CH2:21][CH2:20]2)[CH:10]=[N:9]1)=[O:7])([CH3:4])([CH3:3])[CH3:2].C(N(C(C)C)C(C)C)C.[CH3:51][S:52](Cl)(=[O:54])=[O:53]. (2) Given the product [O:4]=[C:2]1[O:16][C:15]([C:17]2[CH:18]=[N:19][N:20]3[C:25]([C:26]4[CH:27]=[C:28]([NH:32][C:33](=[O:44])[C:34]5[CH:39]=[CH:38][CH:37]=[C:36]([C:40]([F:43])([F:42])[F:41])[CH:35]=5)[CH:29]=[CH:30][CH:31]=4)=[CH:24][CH:23]=[N:22][C:21]=23)=[N:13][NH:14]1, predict the reactants needed to synthesize it. The reactants are: Cl[C:2](Cl)([O:4]C(=O)OC(Cl)(Cl)Cl)Cl.[NH:13]([C:15]([C:17]1[CH:18]=[N:19][N:20]2[C:25]([C:26]3[CH:27]=[C:28]([NH:32][C:33](=[O:44])[C:34]4[CH:39]=[CH:38][CH:37]=[C:36]([C:40]([F:43])([F:42])[F:41])[CH:35]=4)[CH:29]=[CH:30][CH:31]=3)=[CH:24][CH:23]=[N:22][C:21]=12)=[O:16])[NH2:14]. (3) Given the product [CH2:1]([O:8][C:9]([N:11]1[CH2:16][CH2:15][N:14]([C:21]([O:23][CH3:24])=[O:22])[C@H:13]([C:17]([OH:19])=[O:18])[CH2:12]1)=[O:10])[C:2]1[CH:7]=[CH:6][CH:5]=[CH:4][CH:3]=1, predict the reactants needed to synthesize it. The reactants are: [CH2:1]([O:8][C:9]([N:11]1[CH2:16][CH2:15][NH:14][C@H:13]([C:17]([OH:19])=[O:18])[CH2:12]1)=[O:10])[C:2]1[CH:7]=[CH:6][CH:5]=[CH:4][CH:3]=1.Cl[C:21]([O:23][CH3:24])=[O:22].